Dataset: Forward reaction prediction with 1.9M reactions from USPTO patents (1976-2016). Task: Predict the product of the given reaction. The product is: [BrH:25].[F:1][C:2]1[CH:3]=[CH:4][C:5]([S:8]([C:11]2[C:22]([OH:23])=[CH:21][C:14]3[CH2:15][CH2:16][N:17]([CH3:20])[CH2:18][CH2:19][C:13]=3[CH:12]=2)(=[O:10])=[O:9])=[CH:6][CH:7]=1. Given the reactants [F:1][C:2]1[CH:7]=[CH:6][C:5]([S:8]([C:11]2[C:22]([O:23]C)=[CH:21][C:14]3[CH2:15][CH2:16][N:17]([CH3:20])[CH2:18][CH2:19][C:13]=3[CH:12]=2)(=[O:10])=[O:9])=[CH:4][CH:3]=1.[BrH:25], predict the reaction product.